Predict the product of the given reaction. From a dataset of Forward reaction prediction with 1.9M reactions from USPTO patents (1976-2016). (1) Given the reactants Br[C:2]1[CH:3]=[CH:4][C:5]2[S:9][C:8]([CH2:10][CH2:11][N:12]3[CH2:16][CH2:15][CH2:14][C@H:13]3[CH3:17])=[CH:7][C:6]=2[CH:18]=1.[C:19]([C:21]1[CH:26]=[CH:25][C:24](B(O)O)=[CH:23][CH:22]=1)#[N:20].C1(P(C2C=CC=CC=2)C2C=CC=CC=2)C=CC=CC=1.P([O-])([O-])([O-])=O.[K+].[K+].[K+].O.CN1C(=O)CCC1.CS(O)(=O)=O, predict the reaction product. The product is: [CH3:17][C@@H:13]1[CH2:14][CH2:15][CH2:16][N:12]1[CH2:11][CH2:10][C:8]1[S:9][C:5]2[CH:4]=[CH:3][C:2]([C:24]3[CH:25]=[CH:26][C:21]([C:19]#[N:20])=[CH:22][CH:23]=3)=[CH:18][C:6]=2[CH:7]=1. (2) Given the reactants C([NH:8][CH2:9][C:10](=[O:16])[CH2:11][CH2:12][C:13]([OH:15])=[O:14])(OC(C)(C)C)=O.[C:17]1([S:23]([OH:26])(=[O:25])=[O:24])[CH:22]=[CH:21][CH:20]=[CH:19][CH:18]=1.O, predict the reaction product. The product is: [C:17]1([S:23]([OH:26])(=[O:25])=[O:24])[CH:22]=[CH:21][CH:20]=[CH:19][CH:18]=1.[NH2:8][CH2:9][C:10](=[O:16])[CH2:11][CH2:12][C:13]([OH:15])=[O:14]. (3) The product is: [CH3:3][N:4](/[CH:6]=[C:17]1/[C:18](=[O:22])[C:19]2[C:15]([CH2:16]/1)=[CH:14][C:13]([NH:12][C:9](=[O:11])[CH3:10])=[CH:21][CH:20]=2)[CH3:5]. Given the reactants CO[CH:3](OC)[N:4]([CH3:6])[CH3:5].[C:9]([NH:12][C:13]1[CH:14]=[C:15]2[C:19](=[CH:20][CH:21]=1)[C:18](=[O:22])[CH2:17][CH2:16]2)(=[O:11])[CH3:10], predict the reaction product. (4) The product is: [CH2:18]([O:17][C:15](=[O:16])[CH2:14][O:1][C:2]1[CH:9]=[CH:8][C:5]([CH:6]=[O:7])=[CH:4][C:3]=1[N+:10]([O-:12])=[O:11])[CH3:19]. Given the reactants [OH:1][C:2]1[CH:9]=[CH:8][C:5]([CH:6]=[O:7])=[CH:4][C:3]=1[N+:10]([O-:12])=[O:11].Br[CH2:14][C:15]([O:17][CH2:18][CH3:19])=[O:16], predict the reaction product.